Predict the reaction yield, written as a fraction of the theoretical maximum amount of product (1.0 means a 100% yield; for example, 0.34 means a 34% yield). From a dataset of Reaction yield outcomes from USPTO patents with 853,638 reactions. (1) The reactants are CCN(C(C)C)C(C)C.[NH2:10][C:11]1([C:17]([NH:19][C@H:20]([C:24]2[CH:29]=[CH:28][C:27]([Cl:30])=[CH:26][CH:25]=2)[CH2:21][CH2:22][OH:23])=[O:18])[CH2:16][CH2:15][NH:14][CH2:13][CH2:12]1.Cl[C:32]1[N:37]=[CH:36][N:35]=[C:34]2[NH:38][N:39]=[CH:40][C:33]=12. The catalyst is C(O)CCC.CCOC(C)=O. The product is [NH2:10][C:11]1([C:17]([NH:19][C@H:20]([C:24]2[CH:29]=[CH:28][C:27]([Cl:30])=[CH:26][CH:25]=2)[CH2:21][CH2:22][OH:23])=[O:18])[CH2:16][CH2:15][N:14]([C:32]2[N:37]=[CH:36][N:35]=[C:34]3[NH:38][N:39]=[CH:40][C:33]=23)[CH2:13][CH2:12]1. The yield is 0.325. (2) The reactants are C(O[C:6]([N:8]1[CH2:13][CH2:12][N:11](C2C(=O)N(CC(C)C)N=C(C3C=CC(C)=C(F)C=3)C=2C)[CH2:10][CH2:9]1)=O)(C)(C)C.[Cl:34][C:35]1[CH:64]=[CH:63][C:38]([CH:39]=[CH:40][CH2:41][N:42]2[C:47](=[O:48])[C:46]([CH2:49]OS(C)(=O)=O)=[CH:45][C:44]([C:55]3[CH:60]=[CH:59][C:58]([F:61])=[C:57]([CH3:62])[CH:56]=3)=[N:43]2)=[CH:37][CH:36]=1.CN1CCNCC1. No catalyst specified. The product is [Cl:34][C:35]1[CH:36]=[CH:37][C:38]([CH:39]=[CH:40][CH2:41][N:42]2[C:47](=[O:48])[C:46]([CH2:49][N:11]3[CH2:12][CH2:13][N:8]([CH3:6])[CH2:9][CH2:10]3)=[CH:45][C:44]([C:55]3[CH:60]=[CH:59][C:58]([F:61])=[C:57]([CH3:62])[CH:56]=3)=[N:43]2)=[CH:63][CH:64]=1. The yield is 0.718. (3) The reactants are [N:1]1[C:10]2[C:5](=[CH:6][C:7]([CH:11]=[C:12]3[S:16][C:15](=[S:17])[NH:14][C:13]3=[O:18])=[CH:8][CH:9]=2)[CH:4]=[N:3][CH:2]=1.IC.[CH:21](N(C(C)C)CC)(C)C.O. The catalyst is C(O)C. The product is [CH3:21][S:17][C:15]1[S:16][C:12](=[CH:11][C:7]2[CH:6]=[C:5]3[C:10](=[CH:9][CH:8]=2)[N:1]=[CH:2][N:3]=[CH:4]3)[C:13](=[O:18])[N:14]=1. The yield is 0.920. (4) The reactants are [I-].[C:2]([C:4]1[C:9]([F:10])=[CH:8][CH:7]=[CH:6][C:5]=1[Zn+])#[N:3].[Cl:12][C:13]1[CH:14]=[C:15]([CH:19]=[CH:20][N:21]=1)[C:16](Cl)=[O:17]. The catalyst is C1COCC1.C(OCC)(=O)C.O.Cl[Pd](Cl)([P](C1C=CC=CC=1)(C1C=CC=CC=1)C1C=CC=CC=1)[P](C1C=CC=CC=1)(C1C=CC=CC=1)C1C=CC=CC=1. The product is [Cl:12][C:13]1[CH:14]=[C:15]([C:16]([C:5]2[CH:6]=[CH:7][CH:8]=[C:9]([F:10])[C:4]=2[C:2]#[N:3])=[O:17])[CH:19]=[CH:20][N:21]=1. The yield is 0.880.